Dataset: Full USPTO retrosynthesis dataset with 1.9M reactions from patents (1976-2016). Task: Predict the reactants needed to synthesize the given product. (1) Given the product [CH3:15][C:5]1[CH:4]=[C:3]([CH:8]=[C:7]([C:9]2[CH:14]=[CH:13][CH:12]=[CH:11][CH:10]=2)[CH:6]=1)[C:1]([OH:19])=[O:16], predict the reactants needed to synthesize it. The reactants are: [C:1]([C:3]1[CH:4]=[C:5]([CH3:15])[CH:6]=[C:7]([C:9]2[CH:14]=[CH:13][CH:12]=[CH:11][CH:10]=2)[CH:8]=1)#N.[OH-:16].[K+].C[OH:19]. (2) The reactants are: [NH2:1][C:2]1[N:11]=[C:10]([C:12]([N:14]2[CH2:22][C:21]3[C:16](=[CH:17][CH:18]=[CH:19][CH:20]=3)[CH2:15]2)=[O:13])[C:9]2[C:4](=[CH:5][CH:6]=[C:7]([C:23]3([C:27](O)=[O:28])[CH2:26][CH2:25][CH2:24]3)[CH:8]=2)[N:3]=1.[C:30]([NH2:34])([CH3:33])([CH3:32])[CH3:31]. Given the product [NH2:1][C:2]1[N:11]=[C:10]([C:12]([N:14]2[CH2:15][C:16]3[C:21](=[CH:20][CH:19]=[CH:18][CH:17]=3)[CH2:22]2)=[O:13])[C:9]2[C:4](=[CH:5][CH:6]=[C:7]([C:23]3([C:27]([NH:34][C:30]([CH3:33])([CH3:32])[CH3:31])=[O:28])[CH2:24][CH2:25][CH2:26]3)[CH:8]=2)[N:3]=1, predict the reactants needed to synthesize it. (3) The reactants are: [CH3:1][C:2]1[N:3]([CH2:16][CH:17]([CH3:19])[CH3:18])[C:4]2[C:13]3[CH:12]=[CH:11][N:10]=[CH:9][C:8]=3[N:7]=[C:6]([NH2:14])[C:5]=2[N:15]=1.[H][H]. Given the product [CH3:1][C:2]1[N:3]([CH2:16][CH:17]([CH3:19])[CH3:18])[C:4]2[C:13]3[CH2:12][CH2:11][NH:10][CH2:9][C:8]=3[N:7]=[C:6]([NH2:14])[C:5]=2[N:15]=1, predict the reactants needed to synthesize it. (4) Given the product [C:1]([C:3]1[CH:4]=[C:5]([NH:10][C:11]([C:13]2[CH:14]=[C:15]([S:19](=[O:21])(=[O:20])[NH:27][C@@H:25]([CH3:26])[C:24]([F:29])([F:28])[F:23])[S:16][C:17]=2[CH3:18])=[O:12])[CH:6]=[CH:7][C:8]=1[F:9])#[N:2], predict the reactants needed to synthesize it. The reactants are: [C:1]([C:3]1[CH:4]=[C:5]([NH:10][C:11]([C:13]2[CH:14]=[C:15]([S:19](Cl)(=[O:21])=[O:20])[S:16][C:17]=2[CH3:18])=[O:12])[CH:6]=[CH:7][C:8]=1[F:9])#[N:2].[F:23][C:24]([F:29])([F:28])[C@@H:25]([NH2:27])[CH3:26]. (5) Given the product [CH:35]([N:28]([C:29]1[CH:34]=[CH:33][CH:32]=[CH:31][CH:30]=1)[C:26](=[O:27])[CH2:25][N:13]1[C:12](=[O:21])[CH2:11][C:10]2[N:16]([C:7]([C:1]3[CH:2]=[CH:3][CH:4]=[CH:5][CH:6]=3)=[N:8][N:9]=2)[C:15]2[CH:17]=[CH:18][CH:19]=[CH:20][C:14]1=2)([CH3:37])[CH3:36], predict the reactants needed to synthesize it. The reactants are: [C:1]1([C:7]2[N:16]3[C:10]([CH2:11][C:12](=[O:21])[NH:13][C:14]4[CH:20]=[CH:19][CH:18]=[CH:17][C:15]=43)=[N:9][N:8]=2)[CH:6]=[CH:5][CH:4]=[CH:3][CH:2]=1.[H-].[Na+].Br[CH2:25][C:26]([N:28]([CH:35]([CH3:37])[CH3:36])[C:29]1[CH:34]=[CH:33][CH:32]=[CH:31][CH:30]=1)=[O:27]. (6) Given the product [CH:1]([N:14]1[CH2:17][CH:16]([NH:30][CH2:23][C:24]2[CH:29]=[CH:28][CH:27]=[CH:26][CH:25]=2)[CH2:15]1)([C:8]1[CH:13]=[CH:12][CH:11]=[CH:10][CH:9]=1)[C:2]1[CH:7]=[CH:6][CH:5]=[CH:4][CH:3]=1, predict the reactants needed to synthesize it. The reactants are: [CH:1]([N:14]1[CH2:17][CH:16](OS(C)(=O)=O)[CH2:15]1)([C:8]1[CH:13]=[CH:12][CH:11]=[CH:10][CH:9]=1)[C:2]1[CH:7]=[CH:6][CH:5]=[CH:4][CH:3]=1.[CH2:23]([NH2:30])[C:24]1[CH:29]=[CH:28][CH:27]=[CH:26][CH:25]=1. (7) Given the product [NH2:1][C:2]1[C:3]2[N:4]([C:8]([C@H:24]3[CH2:25][C@H:26]([CH2:28][OH:29])[CH2:27]3)=[N:9][C:10]=2[C:11]2[CH:12]=[CH:13][C:14]([O:17][C:18]3[CH:23]=[CH:22][CH:21]=[CH:20][CH:19]=3)=[CH:15][CH:16]=2)[CH:5]=[CH:6][N:7]=1, predict the reactants needed to synthesize it. The reactants are: [NH2:1][C:2]1[C:3]2[N:4]([C:8]([C@H:24]3[CH2:27][C@H:26]([CH2:28][O:29]S(C4C=CC(C)=CC=4)(=O)=O)[CH2:25]3)=[N:9][C:10]=2[C:11]2[CH:16]=[CH:15][C:14]([O:17][C:18]3[CH:23]=[CH:22][CH:21]=[CH:20][CH:19]=3)=[CH:13][CH:12]=2)[CH:5]=[CH:6][N:7]=1.[OH-].[K+].O.Cl. (8) Given the product [N:1]1[CH:6]=[CH:5][CH:4]=[C:3]([C:7]#[C:8][C:9]2[CH:10]=[C:11]([O:28][C:29]([F:32])([F:30])[F:31])[CH:12]=[C:13]3[C:18]=2[O:17][CH:16]([C:19]([F:22])([F:21])[F:20])[C:15]([C:23]([OH:25])=[O:24])=[CH:14]3)[CH:2]=1, predict the reactants needed to synthesize it. The reactants are: [N:1]1[CH:6]=[CH:5][CH:4]=[C:3]([C:7]#[C:8][C:9]2[CH:10]=[C:11]([O:28][C:29]([F:32])([F:31])[F:30])[CH:12]=[C:13]3[C:18]=2[O:17][CH:16]([C:19]([F:22])([F:21])[F:20])[C:15]([C:23]([O:25]CC)=[O:24])=[CH:14]3)[CH:2]=1. (9) Given the product [Cl:1][C:2]1[CH:3]=[C:4]([N:10]2[CH:18]([CH:19]3[CH2:20][CH2:21][CH2:22][CH2:23]3)[CH:17]3[C:12]([C:13]4[CH:27]=[CH:26][C:25]([C:28]([O:30][CH2:39][CH2:38][N:31]([CH2:35][CH2:36][OH:37])[CH2:32][CH2:33][OH:34])=[O:29])=[CH:24][C:14]=4[CH2:15][CH2:16]3)=[N:11]2)[CH:5]=[CH:6][C:7]=1[C:8]#[N:9], predict the reactants needed to synthesize it. The reactants are: [Cl:1][C:2]1[CH:3]=[C:4]([N:10]2[CH:18]([CH:19]3[CH2:23][CH2:22][CH2:21][CH2:20]3)[CH:17]3[C:12]([C:13]4[CH:27]=[CH:26][C:25]([C:28]([OH:30])=[O:29])=[CH:24][C:14]=4[CH2:15][CH2:16]3)=[N:11]2)[CH:5]=[CH:6][C:7]=1[C:8]#[N:9].[N:31]([CH2:38][CH2:39]O)([CH2:35][CH2:36][OH:37])[CH2:32][CH2:33][OH:34].